This data is from Reaction yield outcomes from USPTO patents with 853,638 reactions. The task is: Predict the reaction yield, written as a fraction of the theoretical maximum amount of product (1.0 means a 100% yield; for example, 0.34 means a 34% yield). (1) The reactants are [Cl:1][C:2]1[CH:8]=[CH:7][C:5]([NH2:6])=[C:4]([C:9]2[CH:14]=[C:13]([O:15][CH3:16])[N:12]=[CH:11][N:10]=2)[CH:3]=1.N(OCCC(C)C)=O.[Si]([N:29]=[N+:30]=[N-])(C)(C)C.[C:32]([Si:34]([CH3:37])([CH3:36])[CH3:35])#[CH:33]. The catalyst is C(#N)C. The product is [Cl:1][C:2]1[CH:8]=[CH:7][C:5]([N:6]2[CH:33]=[C:32]([Si:34]([CH3:37])([CH3:36])[CH3:35])[N:30]=[N:29]2)=[C:4]([C:9]2[CH:14]=[C:13]([O:15][CH3:16])[N:12]=[CH:11][N:10]=2)[CH:3]=1. The yield is 0.930. (2) The reactants are [CH2:1]([O:5][C:6]1[CH:11]=[CH:10][CH:9]=[CH:8][C:7]=1[CH2:12][C:13]([NH:15][NH:16]C(OC(C)(C)C)=O)=[O:14])[CH2:2][CH:3]=[CH2:4].[ClH:24]. The catalyst is O1CCOCC1. The product is [ClH:24].[CH2:1]([O:5][C:6]1[CH:11]=[CH:10][CH:9]=[CH:8][C:7]=1[CH2:12][C:13]([NH:15][NH2:16])=[O:14])[CH2:2][CH:3]=[CH2:4]. The yield is 0.710. (3) The reactants are [Cl:1][C:2]1[CH:3]=[C:4]2[CH:10]=[C:9]([Si](CC)(CC)CC)[NH:8][C:5]2=[N:6][CH:7]=1.CCCC[N+](CCCC)(CCCC)CCCC.[F-]. The catalyst is C1COCC1.C(OCC)(=O)C. The product is [Cl:1][C:2]1[CH:3]=[C:4]2[CH:10]=[CH:9][NH:8][C:5]2=[N:6][CH:7]=1. The yield is 0.900. (4) The reactants are [O:1]1[C:5]2[CH:6]=[CH:7][C:8]([C:10]([O:12]C)=[O:11])=[CH:9][C:4]=2[CH:3]=[CH:2]1.[Br:14]Br.C([O-])(O)=O.[Na+].C([O-])([O-])=O.[K+].[K+]. The catalyst is C(Cl)Cl. The product is [Br:14][C:3]1[C:4]2[CH:9]=[C:8]([C:10]([OH:12])=[O:11])[CH:7]=[CH:6][C:5]=2[O:1][CH:2]=1. The yield is 0.960.